Dataset: Catalyst prediction with 721,799 reactions and 888 catalyst types from USPTO. Task: Predict which catalyst facilitates the given reaction. The catalyst class is: 195. Product: [CH3:31][N:32]([CH3:36])[CH2:33][CH2:34][NH:35][C:5]([NH:6][C:7]1[C:8]([CH3:27])=[C:9]([CH3:26])[C:10]2[O:14][CH2:13][CH:12]([C:15]3[CH:16]=[CH:17][C:18]([CH:21]([CH3:22])[CH3:23])=[CH:19][CH:20]=3)[C:11]=2[C:24]=1[CH3:25])=[O:4]. Reactant: ClC(Cl)(Cl)C[O:4][C:5](=O)[NH:6][C:7]1[C:8]([CH3:27])=[C:9]([CH3:26])[C:10]2[O:14][CH2:13][CH:12]([C:15]3[CH:20]=[CH:19][C:18]([CH:21]([CH3:23])[CH3:22])=[CH:17][CH:16]=3)[C:11]=2[C:24]=1[CH3:25].[CH3:31][N:32]([CH3:36])[CH2:33][CH2:34][NH2:35].